This data is from TCR-epitope binding with 47,182 pairs between 192 epitopes and 23,139 TCRs. The task is: Binary Classification. Given a T-cell receptor sequence (or CDR3 region) and an epitope sequence, predict whether binding occurs between them. (1) The epitope is YLQPRTFLL. The TCR CDR3 sequence is CASSLSQGGEAFF. Result: 0 (the TCR does not bind to the epitope). (2) The epitope is IIKDYGKQM. The TCR CDR3 sequence is CASLWLRGEYNEQFF. Result: 0 (the TCR does not bind to the epitope). (3) The epitope is IPIQASLPF. The TCR CDR3 sequence is CASSLYQGSNYGYTF. Result: 0 (the TCR does not bind to the epitope). (4) The epitope is FLPRVFSAV. The TCR CDR3 sequence is CASSQTDRSYEQYF. Result: 1 (the TCR binds to the epitope). (5) The epitope is KLVALGINAV. The TCR CDR3 sequence is CASSQVGQNLYEQYF. Result: 1 (the TCR binds to the epitope). (6) The epitope is ILGLPTQTV. The TCR CDR3 sequence is CASSEYSYSDTQYF. Result: 1 (the TCR binds to the epitope). (7) The epitope is GTSGSPIIDK. The TCR CDR3 sequence is CASSGQIDNEQFF. Result: 1 (the TCR binds to the epitope). (8) The epitope is LLQTGIHVRVSQPSL. The TCR CDR3 sequence is CASTPSRGHPNTGELFF. Result: 1 (the TCR binds to the epitope). (9) The epitope is FLNGSCGSV. The TCR CDR3 sequence is CASSYSRGNEQFF. Result: 0 (the TCR does not bind to the epitope). (10) The epitope is TLVPQEHYV. Result: 0 (the TCR does not bind to the epitope). The TCR CDR3 sequence is CAWSDTGDTEAFF.